Dataset: Reaction yield outcomes from USPTO patents with 853,638 reactions. Task: Predict the reaction yield, written as a fraction of the theoretical maximum amount of product (1.0 means a 100% yield; for example, 0.34 means a 34% yield). The reactants are [Cl:1][C:2]1[C:11]([O:12][CH3:13])=[CH:10][C:5]([C:6]([NH:8][CH3:9])=[O:7])=[CH:4][C:3]=1/[CH:14]=[CH:15]/[C:16]1[CH:17]=[N:18][C:19]([NH:22][C:23]2[CH:28]=[CH:27][C:26]([N:29]3[CH2:34][C@@H:33]([CH3:35])[NH:32][C@@H:31]([CH3:36])[CH2:30]3)=[CH:25][CH:24]=2)=[N:20][CH:21]=1.CC1C=CC(S(NN)(=O)=O)=CC=1.C([O-])(=O)C.[Na+]. The catalyst is C1COCC1.O. The product is [Cl:1][C:2]1[C:11]([O:12][CH3:13])=[CH:10][C:5]([C:6]([NH:8][CH3:9])=[O:7])=[CH:4][C:3]=1[CH2:14][CH2:15][C:16]1[CH:17]=[N:18][C:19]([NH:22][C:23]2[CH:28]=[CH:27][C:26]([N:29]3[CH2:34][C@@H:33]([CH3:35])[NH:32][C@@H:31]([CH3:36])[CH2:30]3)=[CH:25][CH:24]=2)=[N:20][CH:21]=1. The yield is 0.415.